This data is from Forward reaction prediction with 1.9M reactions from USPTO patents (1976-2016). The task is: Predict the product of the given reaction. (1) Given the reactants C=O.[CH:3]1([C@H:7]([NH:9][C:10]2[N:18]=[C:17]([C:19]([O:21][CH3:22])=[O:20])[N:16]=[C:15]3[C:11]=2[N:12]([CH2:29][C:30]2[CH:35]=[CH:34][C:33]([C:36]([F:39])([F:38])[F:37])=[CH:32][CH:31]=2)[C:13]([CH:23]2[CH2:28][CH2:27][CH2:26][CH2:25][NH:24]2)=[N:14]3)[CH3:8])[CH2:6][CH2:5][CH2:4]1.[CH3:40]C(O)=O.[BH3-]C#N.[Na+], predict the reaction product. The product is: [CH:3]1([C@H:7]([NH:9][C:10]2[N:18]=[C:17]([C:19]([O:21][CH3:22])=[O:20])[N:16]=[C:15]3[C:11]=2[N:12]([CH2:29][C:30]2[CH:31]=[CH:32][C:33]([C:36]([F:38])([F:37])[F:39])=[CH:34][CH:35]=2)[C:13]([CH:23]2[CH2:28][CH2:27][CH2:26][CH2:25][N:24]2[CH3:40])=[N:14]3)[CH3:8])[CH2:6][CH2:5][CH2:4]1. (2) Given the reactants Cl[C:2]1[N:7]=[CH:6][C:5]([S:8]([C:11]2[N:15]([C:16]3[CH:21]=[CH:20][CH:19]=[CH:18][C:17]=3[F:22])[N:14]=[C:13]([CH2:23][N:24]([CH3:32])[C:25](=[O:31])[O:26][C:27]([CH3:30])([CH3:29])[CH3:28])[CH:12]=2)(=[O:10])=[O:9])=[CH:4][CH:3]=1.C(N(CC)CC)C, predict the reaction product. The product is: [F:22][C:17]1[CH:18]=[CH:19][CH:20]=[CH:21][C:16]=1[N:15]1[C:11]([S:8]([C:5]2[CH:6]=[N:7][CH:2]=[CH:3][CH:4]=2)(=[O:9])=[O:10])=[CH:12][C:13]([CH2:23][N:24]([CH3:32])[C:25](=[O:31])[O:26][C:27]([CH3:28])([CH3:29])[CH3:30])=[N:14]1. (3) The product is: [CH3:1][O:2][C:3]1[CH:8]=[CH:7][CH:6]=[CH:5][C:4]=1[C:9]1[NH:13][N:12]=[C:11]([S:14][CH2:15][C:18]2[CH:19]=[CH:20][CH:21]=[CH:22][N:17]=2)[N:10]=1. Given the reactants [CH3:1][O:2][C:3]1[CH:8]=[CH:7][CH:6]=[CH:5][C:4]=1[C:9]1[NH:13][N:12]=[C:11]([S:14][CH3:15])[N:10]=1.Cl.[N:17]1[CH:22]=[CH:21][CH:20]=[CH:19][C:18]=1CCl, predict the reaction product. (4) Given the reactants C1(P(C2C=CC=CC=2)C2C=CC=CC=2)C=CC=CC=1.CC(OC(/N=N/C(OC(C)C)=O)=O)C.[Cl:34][C:35]1[CH:36]=[C:37]([OH:46])[C:38]([CH3:45])=[C:39]([CH:44]=1)[C:40]([O:42][CH3:43])=[O:41].[CH2:47]([NH:54][C:55]([C@H:57]1[CH2:62][CH2:61][C@@H:60](O)[CH2:59][CH2:58]1)=[O:56])[C:48]1[CH:53]=[CH:52][CH:51]=[CH:50][CH:49]=1, predict the reaction product. The product is: [CH2:47]([NH:54][C:55]([C@H:57]1[CH2:62][CH2:61][C@H:60]([O:46][C:37]2[C:38]([CH3:45])=[C:39]([CH:44]=[C:35]([Cl:34])[CH:36]=2)[C:40]([O:42][CH3:43])=[O:41])[CH2:59][CH2:58]1)=[O:56])[C:48]1[CH:53]=[CH:52][CH:51]=[CH:50][CH:49]=1. (5) The product is: [Cl:1][C:2]1[CH:3]=[C:4]([C:12]2[O:16][N:15]=[C:14]([C:17]3[CH:22]=[CH:21][C:20]([O:23][CH2:48][CH2:47][CH2:46][N:45]([CH3:50])[CH3:44])=[CH:19][C:18]=3[CH3:24])[N:13]=2)[CH:5]=[CH:6][C:7]=1[O:8][CH:9]([CH3:10])[CH3:11]. Given the reactants [Cl:1][C:2]1[CH:3]=[C:4]([C:12]2[O:16][N:15]=[C:14]([C:17]3[CH:22]=[CH:21][C:20]([OH:23])=[CH:19][C:18]=3[CH3:24])[N:13]=2)[CH:5]=[CH:6][C:7]=1[O:8][CH:9]([CH3:11])[CH3:10].C1C=CC(P(C2C=CC=CC=2)C2C=CC=CC=2)=CC=1.[CH3:44][N:45]([CH3:50])[CH2:46][CH2:47][CH2:48]O.CC(OC(/N=N/C(OC(C)C)=O)=O)C, predict the reaction product. (6) Given the reactants [Cl:1][C:2]1[CH:7]=[C:6]([Cl:8])[C:5]([F:9])=[CH:4][C:3]=1[CH2:10][C:11]([OH:13])=O.C(Cl)(=O)C(Cl)=O.[NH:20]1[CH2:24][CH2:23][C:22]([C:25]2[CH:30]=[CH:29][C:28]([OH:31])=[CH:27][CH:26]=2)=[N:21]1, predict the reaction product. The product is: [Cl:1][C:2]1[CH:7]=[C:6]([Cl:8])[C:5]([F:9])=[CH:4][C:3]=1[CH2:10][C:11]([N:20]1[CH2:24][CH2:23][C:22]([C:25]2[CH:30]=[CH:29][C:28]([OH:31])=[CH:27][CH:26]=2)=[N:21]1)=[O:13]. (7) Given the reactants [C:1]([O:23][CH2:24][CH:25]=[CH2:26])(=[O:22])[CH2:2][CH2:3][C:4]([O:6][CH2:7][CH2:8][CH2:9][C:10]([O:12]CC1C=CC(OC)=CC=1)=[O:11])=[O:5].C1(OC)C=CC=CC=1.FC(F)(F)C(O)=O, predict the reaction product. The product is: [CH2:24]([O:23][C:1](=[O:22])[CH2:2][CH2:3][C:4]([O:6][CH2:7][CH2:8][CH2:9][C:10]([OH:12])=[O:11])=[O:5])[CH:25]=[CH2:26]. (8) Given the reactants C(O)(C(F)(F)F)=O.[O:8]1[C:12]([C:13]([C:20]2[CH:25]=[CH:24][C:23]([O:26]C3CCCCO3)=[CH:22][CH:21]=2)=[CH:14][C:15]([O:17][CH2:18][CH3:19])=[O:16])=[CH:11][N:10]=[CH:9]1.C([O-])(O)=O.[Na+], predict the reaction product. The product is: [OH:26][C:23]1[CH:24]=[CH:25][C:20]([CH:13]([C:12]2[O:8][CH:9]=[N:10][CH:11]=2)[CH2:14][C:15]([O:17][CH2:18][CH3:19])=[O:16])=[CH:21][CH:22]=1.